This data is from Forward reaction prediction with 1.9M reactions from USPTO patents (1976-2016). The task is: Predict the product of the given reaction. (1) Given the reactants [CH3:1][O:2][C:3]1[CH:34]=[CH:33][C:6]([CH2:7][NH:8][C:9]2[S:10][C:11]3[CH2:20][CH2:19][CH:18]([O:21][CH3:22])[C:17]4[C:13](=[CH:14][N:15]([CH2:23][C:24]5[CH:29]=[CH:28][C:27]([O:30][CH3:31])=[CH:26][CH:25]=5)[N:16]=4)[C:12]=3[N:32]=2)=[CH:5][CH:4]=1.Cl[C:36]1[N:41]=[C:40]([CH3:42])[CH:39]=[CH:38][N:37]=1.CC1(C)C2C(=C(P(C3C=CC=CC=3)C3C=CC=CC=3)C=CC=2)OC2C(P(C3C=CC=CC=3)C3C=CC=CC=3)=CC=CC1=2.C([O-])([O-])=O.[Cs+].[Cs+], predict the reaction product. The product is: [CH3:1][O:2][C:3]1[CH:4]=[CH:5][C:6]([CH2:7][N:8]([C:9]2[S:10][C:11]3[CH2:20][CH2:19][CH:18]([O:21][CH3:22])[C:17]4[C:13](=[CH:14][N:15]([CH2:23][C:24]5[CH:25]=[CH:26][C:27]([O:30][CH3:31])=[CH:28][CH:29]=5)[N:16]=4)[C:12]=3[N:32]=2)[C:36]2[N:41]=[C:40]([CH3:42])[CH:39]=[CH:38][N:37]=2)=[CH:33][CH:34]=1. (2) Given the reactants Br[C:2]1[CH:7]=[CH:6][C:5]([CH2:8][CH2:9][C:10]([N:12]([CH3:14])[CH3:13])=[O:11])=[CH:4][CH:3]=1.[F:15][C:16]([F:27])([F:26])[C:17]1[C:25]2[CH2:24][CH2:23][CH2:22][CH2:21][C:20]=2[NH:19][N:18]=1, predict the reaction product. The product is: [CH3:13][N:12]([CH3:14])[C:10](=[O:11])[CH2:9][CH2:8][C:5]1[CH:6]=[CH:7][C:2]([N:19]2[C:20]3[CH2:21][CH2:22][CH2:23][CH2:24][C:25]=3[C:17]([C:16]([F:15])([F:27])[F:26])=[N:18]2)=[CH:3][CH:4]=1.